Dataset: Retrosynthesis with 50K atom-mapped reactions and 10 reaction types from USPTO. Task: Predict the reactants needed to synthesize the given product. Given the product O=C1C(=O)c2ccccc2C2=C1SCC1(CCN(C(=O)c3cccc([N+](=O)[O-])c3)CC1)O2, predict the reactants needed to synthesize it. The reactants are: O=C(Cl)c1cccc([N+](=O)[O-])c1.O=C1C(=O)c2ccccc2C2=C1SCC1(CCNCC1)O2.